From a dataset of Forward reaction prediction with 1.9M reactions from USPTO patents (1976-2016). Predict the product of the given reaction. (1) Given the reactants [F:1][CH2:2][C@H:3]1[CH2:8][CH2:7][C@H:6]([C:9](OC)=[O:10])[CH2:5][CH2:4]1.[H-].[H-].[H-].[H-].[Li+].[Al+3], predict the reaction product. The product is: [F:1][CH2:2][C@H:3]1[CH2:8][CH2:7][C@H:6]([CH2:9][OH:10])[CH2:5][CH2:4]1. (2) Given the reactants [NH2:1][N:2]1[N:11]=[C:10]([C:12]2[CH:17]=[CH:16][C:15]([Cl:18])=[CH:14][CH:13]=2)[C:9]2[C:4](=[CH:5][CH:6]=[CH:7][CH:8]=2)[C:3]1=[O:19].[CH3:20][O:21][C:22]1[CH:27]=[CH:26][C:25]([CH2:28][C:29](O)=[O:30])=[CH:24][CH:23]=1, predict the reaction product. The product is: [Cl:18][C:15]1[CH:16]=[CH:17][C:12]([C:10]2[C:9]3[C:4](=[CH:5][CH:6]=[CH:7][CH:8]=3)[C:3](=[O:19])[N:2]([NH:1][C:29](=[O:30])[CH2:28][C:25]3[CH:26]=[CH:27][C:22]([O:21][CH3:20])=[CH:23][CH:24]=3)[N:11]=2)=[CH:13][CH:14]=1. (3) Given the reactants [F:1][C:2]1[CH:3]=[C:4]([C:8]2[CH:9]=[CH:10][C:11]([CH:14]=O)=[N:12][CH:13]=2)[CH:5]=[CH:6][CH:7]=1.C1(P(=[CH:35][CH:36]=[O:37])(C2C=CC=CC=2)C2C=CC=CC=2)C=CC=CC=1, predict the reaction product. The product is: [F:1][C:2]1[CH:3]=[C:4]([C:8]2[CH:9]=[CH:10][C:11](/[CH:14]=[CH:35]/[CH:36]=[O:37])=[N:12][CH:13]=2)[CH:5]=[CH:6][CH:7]=1. (4) Given the reactants [OH:1][C:2]1[CH:3]=[C:4]([CH:8]=[CH:9][C:10]=1[OH:11])[C:5]([OH:7])=[O:6].[Br:12][C:13]1[C:21]([OH:22])=[CH:20][C:16]([C:17]([OH:19])=[O:18])=[CH:15][C:14]=1[OH:23].[C:24]1([C:31]2[CH:36]=[CH:35][C:34](O)=[CH:33][CH:32]=2)[CH:29]=[CH:28][C:27](O)=[CH:26][CH:25]=1, predict the reaction product. The product is: [Br:12][C:13]1[C:21]([OH:22])=[CH:20][C:16]([C:17]([O:19][C:34]2[CH:35]=[CH:36][C:31]([C:24]3[CH:29]=[CH:28][C:27]([O:6][C:5](=[O:7])[C:4]4[CH:8]=[CH:9][C:10]([OH:11])=[C:2]([OH:1])[CH:3]=4)=[CH:26][CH:25]=3)=[CH:32][CH:33]=2)=[O:18])=[CH:15][C:14]=1[OH:23].